Dataset: Retrosynthesis with 50K atom-mapped reactions and 10 reaction types from USPTO. Task: Predict the reactants needed to synthesize the given product. (1) Given the product CN(C)C(=O)[C@@H]1C[C@H](n2cc(-c3cnc(N)c(-c4cc5c(Cl)ccc(F)c5cn4)c3)cn2)CN1, predict the reactants needed to synthesize it. The reactants are: CNC.Nc1ncc(-c2cnn([C@@H]3CN[C@H](C(=O)O)C3)c2)cc1-c1cc2c(Cl)ccc(F)c2cn1. (2) The reactants are: CN1CCCC1=O.Fc1ncc(Cl)c(-n2cccn2)c1F. Given the product Nc1ncc(Cl)c(-n2cccn2)c1F, predict the reactants needed to synthesize it. (3) Given the product N#Cc1ccc2c(ccn2Cc2cscn2)c1C(F)(F)F, predict the reactants needed to synthesize it. The reactants are: ClCc1cscn1.N#Cc1ccc2[nH]ccc2c1C(F)(F)F.